This data is from Reaction yield outcomes from USPTO patents with 853,638 reactions. The task is: Predict the reaction yield, written as a fraction of the theoretical maximum amount of product (1.0 means a 100% yield; for example, 0.34 means a 34% yield). The reactants are [O:1]1[C:5]2[CH:6]=[CH:7][C:8]([CH:10]([S:14]([C:17]3[CH:22]=[CH:21][C:20]([CH3:23])=[CH:19][CH:18]=3)(=[O:16])=[O:15])[NH:11][CH:12]=O)=[CH:9][C:4]=2[O:3][CH2:2]1.P(Cl)(Cl)(Cl)=O.N1C(C)=CC=CC=1C.C(=O)([O-])O.[Na+]. The catalyst is C1COCC1. The product is [N+:11]([CH:10]([S:14]([C:17]1[CH:18]=[CH:19][C:20]([CH3:23])=[CH:21][CH:22]=1)(=[O:16])=[O:15])[C:8]1[CH:7]=[CH:6][C:5]2[O:1][CH2:2][O:3][C:4]=2[CH:9]=1)#[C-:12]. The yield is 0.290.